From a dataset of Blood-brain barrier permeability classification from the B3DB database. Regression/Classification. Given a drug SMILES string, predict its absorption, distribution, metabolism, or excretion properties. Task type varies by dataset: regression for continuous measurements (e.g., permeability, clearance, half-life) or binary classification for categorical outcomes (e.g., BBB penetration, CYP inhibition). Dataset: b3db_classification. The drug is O=C1NCC(c2ccccc2)C2(CCN(C(=O)c3cc(C(F)(F)F)cc(C(F)(F)F)c3)CC2)O1. The result is 1 (penetrates BBB).